Dataset: Forward reaction prediction with 1.9M reactions from USPTO patents (1976-2016). Task: Predict the product of the given reaction. Given the reactants [C:1]([C:5]1[CH:6]=[C:7]([N+:14]([O-:16])=[O:15])[C:8]([O:12][CH3:13])=[C:9]([CH:11]=1)[NH2:10])([CH3:4])([CH3:3])[CH3:2].C(N(CC)CC)C.[F:24][C:25]([F:38])([F:37])[S:26](O[S:26]([C:25]([F:38])([F:37])[F:24])(=[O:28])=[O:27])(=[O:28])=[O:27], predict the reaction product. The product is: [C:1]([C:5]1[CH:6]=[C:7]([N+:14]([O-:16])=[O:15])[C:8]([O:12][CH3:13])=[C:9]([NH:10][S:26]([C:25]([F:38])([F:37])[F:24])(=[O:28])=[O:27])[CH:11]=1)([CH3:4])([CH3:2])[CH3:3].